This data is from Full USPTO retrosynthesis dataset with 1.9M reactions from patents (1976-2016). The task is: Predict the reactants needed to synthesize the given product. (1) Given the product [CH2:1]([O:8][C:9]1[C:14]2[C:15]([NH:34][C:35]3[CH:36]=[CH:37][C:38]([F:41])=[CH:39][CH:40]=3)=[N:16][N:17]([C:18]3([CH2:31][C:32]#[N:33])[CH2:23][CH2:22][NH:21][CH2:20][CH2:19]3)[C:13]=2[CH:12]=[CH:11][N:10]=1)[C:2]1[CH:3]=[CH:4][CH:5]=[CH:6][CH:7]=1, predict the reactants needed to synthesize it. The reactants are: [CH2:1]([O:8][C:9]1[C:14]2[C:15]([NH:34][C:35]3[CH:40]=[CH:39][C:38]([F:41])=[CH:37][CH:36]=3)=[N:16][N:17]([C:18]3([CH2:31][C:32]#[N:33])[CH2:23][CH2:22][N:21](C(OC(C)(C)C)=O)[CH2:20][CH2:19]3)[C:13]=2[CH:12]=[CH:11][N:10]=1)[C:2]1[CH:7]=[CH:6][CH:5]=[CH:4][CH:3]=1.C(O)(C(F)(F)F)=O. (2) Given the product [Cl:1][C:2]1[C:10]2[N:9]=[C:8]3[N:11]([C:12]4[CH:13]=[N:14][C:15]([O:19][CH3:20])=[CH:16][C:17]=4[CH3:18])[CH2:24][CH2:23][CH2:22][CH2:21][N:7]3[C:6]=2[C:5]([CH:26]([CH2:29][CH3:30])[CH2:27][CH3:28])=[CH:4][CH:3]=1, predict the reactants needed to synthesize it. The reactants are: [Cl:1][C:2]1[C:10]2[N:9]=[C:8]([NH:11][C:12]3[CH:13]=[N:14][C:15]([O:19][CH3:20])=[CH:16][C:17]=3[CH3:18])[N:7]([CH2:21][CH2:22][CH2:23][CH2:24]O)[C:6]=2[C:5]([CH:26]([CH2:29][CH3:30])[CH2:27][CH3:28])=[CH:4][CH:3]=1.CS(Cl)(=O)=O.C(=O)(O)[O-].[Na+].C(=O)([O-])[O-].[K+].[K+]. (3) Given the product [Br:1][C:2]1[CH:3]=[CH:4][C:5]([C:6]([NH:22][CH:21]([CH3:23])[C:20]([O:19][CH3:18])=[O:24])=[O:8])=[CH:9][CH:10]=1, predict the reactants needed to synthesize it. The reactants are: [Br:1][C:2]1[CH:10]=[CH:9][C:5]([C:6]([OH:8])=O)=[CH:4][CH:3]=1.C(N(CC)CC)C.[CH3:18][O:19][C:20](=[O:24])[C@H:21]([CH3:23])[NH2:22].ClC(OCC)=O. (4) The reactants are: [Mg].Br[C:3]1[CH:4]=[C:5]([O:9][CH3:10])[CH:6]=[CH:7][CH:8]=1.[CH2:11]([N:18]1[CH2:23][CH2:22][CH2:21][C:20](=[O:24])[CH2:19]1)[C:12]1[CH:17]=[CH:16][CH:15]=[CH:14][CH:13]=1. Given the product [CH2:11]([N:18]1[CH2:23][CH2:22][CH2:21][C:20]([C:3]2[CH:8]=[CH:7][CH:6]=[C:5]([O:9][CH3:10])[CH:4]=2)([OH:24])[CH2:19]1)[C:12]1[CH:13]=[CH:14][CH:15]=[CH:16][CH:17]=1, predict the reactants needed to synthesize it. (5) Given the product [C:5]([C:17]1[CH:16]=[CH:15][C:14]([OH:18])=[CH:13][C:12]=1[F:11])([CH3:8])([CH3:7])[CH3:6], predict the reactants needed to synthesize it. The reactants are: [Cl-].[Al+3].[Cl-].[Cl-].[C:5](OC)([CH3:8])([CH3:7])[CH3:6].[F:11][C:12]1[CH:13]=[C:14]([OH:18])[CH:15]=[CH:16][CH:17]=1.C(=O)(O)[O-].[Na+]. (6) Given the product [CH2:8]([O:15][C:16]1[C:17]([C:34]([NH:37][CH2:38][CH2:39][N:40]2[CH2:45][CH2:44][O:43][CH2:42][CH2:41]2)=[O:36])=[N:18][N:19]2[CH2:24][CH2:23][N:22]([CH2:25][C:26]3[CH:27]=[CH:28][C:29]([F:32])=[CH:30][CH:31]=3)[C:21](=[O:33])[C:20]=12)[C:9]1[CH:14]=[CH:13][CH:12]=[CH:11][CH:10]=1, predict the reactants needed to synthesize it. The reactants are: FC(F)(F)C([O-])=O.[CH2:8]([O:15][C:16]1[C:17]([C:34]([OH:36])=O)=[N:18][N:19]2[CH2:24][CH2:23][N:22]([CH2:25][C:26]3[CH:31]=[CH:30][C:29]([F:32])=[CH:28][CH:27]=3)[C:21](=[O:33])[C:20]=12)[C:9]1[CH:14]=[CH:13][CH:12]=[CH:11][CH:10]=1.[NH2:37][CH2:38][CH2:39][N:40]1[CH2:45][CH2:44][O:43][CH2:42][CH2:41]1. (7) Given the product [Br:12][C:7]1[C:6]([NH2:9])=[CH:5][CH:4]=[C:3]([O:2][CH3:1])[N:8]=1, predict the reactants needed to synthesize it. The reactants are: [CH3:1][O:2][C:3]1[N:8]=[CH:7][C:6]([NH2:9])=[CH:5][CH:4]=1.OO.[BrH:12]. (8) Given the product [NH:12]1[CH:16]=[CH:15][N:14]=[C:13]1[CH2:17][N:7]1[C:6]2[CH:8]=[CH:9][CH:10]=[CH:11][C:5]=2[O:4][CH2:3][CH:2]1[CH3:1], predict the reactants needed to synthesize it. The reactants are: [CH3:1][CH:2]1[NH:7][C:6]2[CH:8]=[CH:9][CH:10]=[CH:11][C:5]=2[O:4][CH2:3]1.[NH:12]1[CH:16]=[CH:15][N:14]=[C:13]1[CH:17]=O.C([BH3-])#N.[Na+].